The task is: Predict the product of the given reaction.. This data is from Forward reaction prediction with 1.9M reactions from USPTO patents (1976-2016). Given the reactants [CH3:1][O:2][C:3]([C:5]1[CH:6]=[C:7]([CH:11]=[CH:12][CH:13]=1)[C:8]([OH:10])=O)=[O:4].CN(C(ON1N=NC2C=CC=NC1=2)=[N+](C)C)C.F[P-](F)(F)(F)(F)F.[C:38]([O:42][C:43](=[O:48])[NH:44][CH2:45][CH2:46][NH2:47])([CH3:41])([CH3:40])[CH3:39], predict the reaction product. The product is: [C:38]([O:42][C:43]([NH:44][CH2:45][CH2:46][NH:47][C:8]([C:7]1[CH:6]=[C:5]([CH:13]=[CH:12][CH:11]=1)[C:3]([O:2][CH3:1])=[O:4])=[O:10])=[O:48])([CH3:41])([CH3:40])[CH3:39].